Dataset: Peptide-MHC class II binding affinity with 134,281 pairs from IEDB. Task: Regression. Given a peptide amino acid sequence and an MHC pseudo amino acid sequence, predict their binding affinity value. This is MHC class II binding data. (1) The peptide sequence is ALSRVHSMFLGTGGS. The MHC is DRB1_0404 with pseudo-sequence DRB1_0404. The binding affinity (normalized) is 0.302. (2) The peptide sequence is HGVAKNPVVDGNPTV. The MHC is DRB5_0101 with pseudo-sequence DRB5_0101. The binding affinity (normalized) is 0. (3) The peptide sequence is RIDTPDKLTGPFTVR. The MHC is HLA-DPA10103-DPB10301 with pseudo-sequence HLA-DPA10103-DPB10301. The binding affinity (normalized) is 0. (4) The peptide sequence is SSWIELDEIGEDVAP. The MHC is DRB4_0101 with pseudo-sequence DRB4_0103. The binding affinity (normalized) is 0.326. (5) The peptide sequence is GSRSLTDLLRALGAQ. The MHC is DRB5_0101 with pseudo-sequence DRB5_0101. The binding affinity (normalized) is 0. (6) The peptide sequence is KLNKFVSPKSVVGNF. The MHC is DRB1_0802 with pseudo-sequence DRB1_0802. The binding affinity (normalized) is 0.333. (7) The peptide sequence is YEAFVLHFSEALRII. The MHC is HLA-DQA10201-DQB10202 with pseudo-sequence HLA-DQA10201-DQB10202. The binding affinity (normalized) is 0.737. (8) The MHC is HLA-DPA10201-DPB10501 with pseudo-sequence HLA-DPA10201-DPB10501. The binding affinity (normalized) is 0.266. The peptide sequence is EGKQSLTKLAAAWGG. (9) The peptide sequence is GELLIVDKIDAAFKI. The MHC is DRB1_0101 with pseudo-sequence DRB1_0101. The binding affinity (normalized) is 0.561. (10) The peptide sequence is NLEIDMIVDTISDFR. The MHC is DRB1_0404 with pseudo-sequence DRB1_0404. The binding affinity (normalized) is 0.367.